The task is: Predict the reactants needed to synthesize the given product.. This data is from Full USPTO retrosynthesis dataset with 1.9M reactions from patents (1976-2016). Given the product [Cl:31][C:32]1[CH:37]=[C:36]([C:38]([F:40])([F:39])[F:41])[CH:35]=[CH:34][C:33]=1[NH:42][C:43](=[O:66])[NH:44][C:45]1[CH:46]=[CH:47][C:48]([C:51]2[S:55][C:54]([CH:56]3[CH2:57][CH2:58][CH:59]([C:62]([OH:64])=[O:63])[CH2:60][CH2:61]3)=[N:53][CH:52]=2)=[CH:49][CH:50]=1, predict the reactants needed to synthesize it. The reactants are: FC(F)(F)C1C=C(NC(=O)NC2C=CC(C3SC(CCC(O)=O)=NC=3)=CC=2)C=CC=1.[Cl:31][C:32]1[CH:37]=[C:36]([C:38]([F:41])([F:40])[F:39])[CH:35]=[CH:34][C:33]=1[NH:42][C:43](=[O:66])[NH:44][C:45]1[CH:50]=[CH:49][C:48]([C:51]2[S:55][C:54]([CH:56]3[CH2:61][CH2:60][CH:59]([C:62]([O:64]C)=[O:63])[CH2:58][CH2:57]3)=[N:53][CH:52]=2)=[CH:47][CH:46]=1.